Dataset: Forward reaction prediction with 1.9M reactions from USPTO patents (1976-2016). Task: Predict the product of the given reaction. (1) Given the reactants [B:10]1([B:10]2[O:14][C:13]([CH3:16])([CH3:15])[C:12]([CH3:18])([CH3:17])[O:11]2)[O:14][C:13]([CH3:16])([CH3:15])[C:12]([CH3:18])([CH3:17])[O:11]1.CC([O-])=O.[K+].FC(F)(F)S(O[C:30]1[CH:31]=[C:32]2[C:37](=[CH:38][CH:39]=1)[C:36](=[O:40])[N:35]([CH2:41][CH:42]=[CH2:43])[C:34]([C:44]#[N:45])=[C:33]2[C:46]1[CH:51]=[CH:50][CH:49]=[C:48]([F:52])[CH:47]=1)(=O)=O, predict the reaction product. The product is: [CH2:41]([N:35]1[C:34]([C:44]#[N:45])=[C:33]([C:46]2[CH:51]=[CH:50][CH:49]=[C:48]([F:52])[CH:47]=2)[C:32]2[C:37](=[CH:38][CH:39]=[C:30]([B:10]3[O:11][C:12]([CH3:17])([CH3:18])[C:13]([CH3:15])([CH3:16])[O:14]3)[CH:31]=2)[C:36]1=[O:40])[CH:42]=[CH2:43]. (2) Given the reactants [Cl:1][C:2]1[C:3]2[N:4]([C:8](I)=[C:9]([CH3:11])[N:10]=2)[CH:5]=[CH:6][CH:7]=1.[F:13][C:14]1[CH:15]=[CH:16][C:17]2=[C:18]([CH:34]=1)[O:19][CH2:20][C:21]1[CH:31]=[C:30]([CH:32]=[O:33])[CH:29]=[CH:28][C:22]=1/[C:23]/2=[C:24](/[CH3:27])\[C:25]#[N:26], predict the reaction product. The product is: [F:13][C:14]1[CH:15]=[CH:16][C:17]2=[C:18]([CH:34]=1)[O:19][CH2:20][C:21]1[CH:31]=[C:30]([CH:32]([C:8]3[N:4]4[CH:5]=[CH:6][CH:7]=[C:2]([Cl:1])[C:3]4=[N:10][C:9]=3[CH3:11])[OH:33])[CH:29]=[CH:28][C:22]=1/[C:23]/2=[C:24](/[CH3:27])\[C:25]#[N:26]. (3) Given the reactants [CH3:1][C:2]1[CH:11]=[CH:10][C:9]2[C:4](=[C:5]([N:12]3[CH2:17][CH2:16][NH:15][CH2:14][CH2:13]3)[CH:6]=[CH:7][CH:8]=2)[N:3]=1.[N:18]1[C:27]2[C:22](=[CH:23][CH:24]=[CH:25][C:26]=2[N:28]2[CH2:33][CH2:32][C:31](=O)[CH2:30][CH2:29]2)[CH:21]=[CH:20][CH:19]=1.C(O[BH-](OC(=O)C)OC(=O)C)(=O)C.[Na+], predict the reaction product. The product is: [CH3:1][C:2]1[CH:11]=[CH:10][C:9]2[C:4](=[C:5]([N:12]3[CH2:17][CH2:16][N:15]([CH:31]4[CH2:30][CH2:29][N:28]([C:26]5[CH:25]=[CH:24][CH:23]=[C:22]6[C:27]=5[N:18]=[CH:19][CH:20]=[CH:21]6)[CH2:33][CH2:32]4)[CH2:14][CH2:13]3)[CH:6]=[CH:7][CH:8]=2)[N:3]=1. (4) Given the reactants [OH:1][C:2]1[CH:11]=[C:10]2[C:5]([CH:6]=[CH:7][CH:8]=[C:9]2CC(O)=O)=[CH:4][CH:3]=1.FC(F)(F)C(OC(=O)C(F)(F)F)=O.[C:29]([OH:33])([CH3:32])([CH3:31])[CH3:30].[NH4+].[OH-].[CH2:36]1C[O:39][CH2:38][CH2:37]1, predict the reaction product. The product is: [OH:1][C:2]1[CH:11]=[C:10]2[C:5](=[CH:4][CH:3]=1)[CH:6]=[C:7]([CH:37]([CH3:36])[C:38]([O:33][C:29]([CH3:32])([CH3:31])[CH3:30])=[O:39])[CH:8]=[CH:9]2. (5) Given the reactants [CH3:1][C:2]1[C:7]([C:8]#[N:9])=[CH:6][N:5]=[CH:4][CH:3]=1.C(N(CC)CC)C.[SH2:17], predict the reaction product. The product is: [CH3:1][C:2]1[CH:3]=[CH:4][N:5]=[CH:6][C:7]=1[C:8](=[S:17])[NH2:9]. (6) Given the reactants [CH3:1][CH:2]([CH3:28])[CH:3]([NH:15][C:16]([CH:18]1[CH2:22][CH:21]([CH2:23][CH2:24][CH2:25][CH2:26][CH3:27])[CH2:20][NH:19]1)=[O:17])[CH:4]1[CH:9]([OH:10])[CH:8]([OH:11])[CH:7]([OH:12])[CH:6]([S:13][CH3:14])[O:5]1.C(N(CC)CC)C.Br[CH2:37][C:38]([NH2:40])=[O:39], predict the reaction product. The product is: [CH3:1][CH:2]([CH3:28])[CH:3]([NH:15][C:16]([CH:18]1[CH2:22][CH:21]([CH2:23][CH2:24][CH2:25][CH2:26][CH3:27])[CH2:20][N:19]1[CH2:37][C:38](=[O:39])[NH2:40])=[O:17])[CH:4]1[CH:9]([OH:10])[CH:8]([OH:11])[CH:7]([OH:12])[CH:6]([S:13][CH3:14])[O:5]1.